Task: Predict the reaction yield, written as a fraction of the theoretical maximum amount of product (1.0 means a 100% yield; for example, 0.34 means a 34% yield).. Dataset: Reaction yield outcomes from USPTO patents with 853,638 reactions The reactants are [CH3:1][O:2][C:3](=[O:33])[C:4]1[CH:9]=[CH:8][C:7]([CH2:10][N:11]2[CH:15]=[C:14]([C:16]3[CH:21]=[CH:20][C:19]([Cl:22])=[CH:18][C:17]=3[Cl:23])[N:13]=[C:12]2/[CH:24]=[CH:25]/[C:26]2[CH:31]=[CH:30][C:29]([NH2:32])=[CH:28][CH:27]=2)=[CH:6][CH:5]=1.[CH2:34]([C:38]1[CH:45]=[CH:44][C:41]([CH:42]=O)=[CH:40][CH:39]=1)[CH2:35][CH2:36][CH3:37]. No catalyst specified. The product is [CH3:1][O:2][C:3](=[O:33])[C:4]1[CH:9]=[CH:8][C:7]([CH2:10][N:11]2[CH:15]=[C:14]([C:16]3[CH:21]=[CH:20][C:19]([Cl:22])=[CH:18][C:17]=3[Cl:23])[N:13]=[C:12]2/[CH:24]=[CH:25]/[C:26]2[CH:27]=[CH:28][C:29]([NH:32][CH2:42][C:41]3[CH:44]=[CH:45][C:38]([CH2:34][CH2:35][CH2:36][CH3:37])=[CH:39][CH:40]=3)=[CH:30][CH:31]=2)=[CH:6][CH:5]=1. The yield is 0.630.